Dataset: Reaction yield outcomes from USPTO patents with 853,638 reactions. Task: Predict the reaction yield, written as a fraction of the theoretical maximum amount of product (1.0 means a 100% yield; for example, 0.34 means a 34% yield). (1) The reactants are [Cl:1][C:2]1[CH:30]=[CH:29][C:5]([CH2:6][N:7]2[C:12](=[O:13])[C:11]([CH2:14]OS(C)(=O)=O)=[CH:10][C:9]([C:20]3[CH:25]=[CH:24][C:23]([O:26][CH3:27])=[C:22]([F:28])[CH:21]=3)=[N:8]2)=[CH:4][CH:3]=1.[CH3:31][N:32]1[CH2:37][CH2:36][NH:35][CH2:34][CH2:33]1. No catalyst specified. The product is [Cl:1][C:2]1[CH:3]=[CH:4][C:5]([CH2:6][N:7]2[C:12](=[O:13])[C:11]([CH2:14][N:35]3[CH2:36][CH2:37][N:32]([CH3:31])[CH2:33][CH2:34]3)=[CH:10][C:9]([C:20]3[CH:25]=[CH:24][C:23]([O:26][CH3:27])=[C:22]([F:28])[CH:21]=3)=[N:8]2)=[CH:29][CH:30]=1. The yield is 0.395. (2) The reactants are [CH3:1][O:2][C:3](=[O:39])[NH:4][CH:5]([C:9]([N:11]1[CH:18]([C:19]2[NH:20][C:21]([C:24]3[CH:29]=[CH:28][C:27](B4OC(C)(C)C(C)(C)O4)=[CH:26][CH:25]=3)=[CH:22][N:23]=2)[CH2:17][C:13]2([CH2:16][CH2:15][CH2:14]2)[O:12]1)=[O:10])[CH:6]([CH3:8])[CH3:7].[CH3:40][O:41][C:42](=[O:67])[NH:43][CH:44]([C:48]([N:50]1[CH2:54][CH2:53][CH2:52][CH:51]1[C:55]1[NH:56][C:57]([C:60]2[CH:65]=[CH:64][C:63](Br)=[CH:62][CH:61]=2)=[CH:58][N:59]=1)=[O:49])[CH:45]([CH3:47])[CH3:46].C(=O)([O-])[O-].[K+].[K+]. The catalyst is COCCOC.C1C=CC([P]([Pd]([P](C2C=CC=CC=2)(C2C=CC=CC=2)C2C=CC=CC=2)([P](C2C=CC=CC=2)(C2C=CC=CC=2)C2C=CC=CC=2)[P](C2C=CC=CC=2)(C2C=CC=CC=2)C2C=CC=CC=2)(C2C=CC=CC=2)C2C=CC=CC=2)=CC=1. The product is [CH3:1][O:2][C:3](=[O:39])[NH:4][CH:5]([C:9]([N:11]1[CH:18]([C:19]2[NH:20][C:21]([C:24]3[CH:29]=[CH:28][C:27]([C:63]4[CH:64]=[CH:65][C:60]([C:57]5[NH:56][C:55]([CH:51]6[CH2:52][CH2:53][CH2:54][N:50]6[C:48](=[O:49])[CH:44]([NH:43][C:42]([O:41][CH3:40])=[O:67])[CH:45]([CH3:47])[CH3:46])=[N:59][CH:58]=5)=[CH:61][CH:62]=4)=[CH:26][CH:25]=3)=[CH:22][N:23]=2)[CH2:17][C:13]2([CH2:14][CH2:15][CH2:16]2)[O:12]1)=[O:10])[CH:6]([CH3:7])[CH3:8]. The yield is 0.300.